From a dataset of Forward reaction prediction with 1.9M reactions from USPTO patents (1976-2016). Predict the product of the given reaction. (1) Given the reactants [NH:1]1[C:9]2[C:4](=[CH:5][CH:6]=[CH:7][CH:8]=2)[C:3]([C:10]2[NH:11][C:12]3[C:17]([CH:18]=2)=[CH:16][C:15]([CH:19]=O)=[CH:14][CH:13]=3)=[N:2]1.[CH3:21][N:22]1[CH2:27][CH2:26][NH:25][CH2:24][CH2:23]1.C(O)(=O)C.C(O[BH-](OC(=O)C)OC(=O)C)(=O)C.[Na+], predict the reaction product. The product is: [CH3:21][N:22]1[CH2:27][CH2:26][N:25]([CH2:19][C:15]2[CH:16]=[C:17]3[C:12](=[CH:13][CH:14]=2)[NH:11][C:10]([C:3]2[C:4]4[C:9](=[CH:8][CH:7]=[CH:6][CH:5]=4)[NH:1][N:2]=2)=[CH:18]3)[CH2:24][CH2:23]1. (2) Given the reactants Br[C:2]1[CH:3]=[C:4]([CH:35]=[CH:36][CH:37]=1)[C:5]([CH3:34])([CH3:33])[C@@H:6]([C:9]([NH:11][C@H:12]([C:17]([N:19]([C@@H:21]([CH:30]([CH3:32])[CH3:31])/[CH:22]=[C:23](\[CH3:29])/[C:24]([O:26][CH2:27][CH3:28])=[O:25])[CH3:20])=[O:18])[C:13]([CH3:16])([CH3:15])[CH3:14])=[O:10])[NH:7][CH3:8].Br[C:39]1[CH:40]=[C:41]([CH:72]=[CH:73][CH:74]=1)[C:42]([CH3:71])([CH3:70])[C@H:43]([C:46]([NH:48][C@H:49]([C:54]([N:56]([C@@H:58]([CH:67]([CH3:69])[CH3:68])/[CH:59]=[C:60](\[CH3:66])/[C:61]([O:63][CH2:64][CH3:65])=[O:62])[CH3:57])=[O:55])[C:50]([CH3:53])([CH3:52])[CH3:51])=[O:47])[NH:44][CH3:45].[C:75]1(B(O)O)[CH:80]=[CH:79][CH:78]=[CH:77][CH:76]=1.C(=O)([O-])[O-].[Na+].[Na+], predict the reaction product. The product is: [C:39]1([C:2]2[CH:3]=[C:4]([CH:35]=[CH:36][CH:37]=2)[C:5]([CH3:34])([CH3:33])[C@@H:6]([C:9]([NH:11][C@H:12]([C:17]([N:19]([C@@H:21]([CH:30]([CH3:32])[CH3:31])/[CH:22]=[C:23](\[CH3:29])/[C:24]([O:26][CH2:27][CH3:28])=[O:25])[CH3:20])=[O:18])[C:13]([CH3:14])([CH3:15])[CH3:16])=[O:10])[NH:7][CH3:8])[CH:40]=[CH:41][CH:72]=[CH:73][CH:74]=1.[C:75]1([C:39]2[CH:40]=[C:41]([CH:72]=[CH:73][CH:74]=2)[C:42]([CH3:71])([CH3:70])[C@H:43]([C:46]([NH:48][C@H:49]([C:54]([N:56]([C@@H:58]([CH:67]([CH3:69])[CH3:68])/[CH:59]=[C:60](\[CH3:66])/[C:61]([O:63][CH2:64][CH3:65])=[O:62])[CH3:57])=[O:55])[C:50]([CH3:51])([CH3:52])[CH3:53])=[O:47])[NH:44][CH3:45])[CH:80]=[CH:79][CH:78]=[CH:77][CH:76]=1. (3) Given the reactants I[C:2]1[CH:7]=[CH:6][C:5]([N:8]([CH3:14])[CH2:9][CH2:10][N:11]([CH3:13])[CH3:12])=[CH:4][CH:3]=1.[B:15]1([B:15]2[O:19][C:18]([CH3:21])([CH3:20])[C:17]([CH3:23])([CH3:22])[O:16]2)[O:19][C:18]([CH3:21])([CH3:20])[C:17]([CH3:23])([CH3:22])[O:16]1.CC([O-])=O.[K+], predict the reaction product. The product is: [CH3:12][N:11]([CH3:13])[CH2:10][CH2:9][N:8]([CH3:14])[C:5]1[CH:6]=[CH:7][C:2]([B:15]2[O:19][C:18]([CH3:21])([CH3:20])[C:17]([CH3:23])([CH3:22])[O:16]2)=[CH:3][CH:4]=1. (4) Given the reactants [OH:1][C@@H:2]([C@H:5]1[O:9][N:8]=[C:7]([C:10]2[N:15]=[CH:14][C:13]([C:16]3[CH:21]=[CH:20][C:19]([N:22]4[CH2:26][C@H:25]([CH2:27][N:28]5[CH:32]=[CH:31][N:30]=[N:29]5)[O:24][C:23]4=[O:33])=[CH:18][C:17]=3[F:34])=[CH:12][CH:11]=2)[CH2:6]1)[CH2:3][OH:4].N1C=CC=CC=1.[CH3:41][O:42][CH2:43][CH2:44][C:45](O[C:45](=[O:46])[CH2:44][CH2:43][O:42][CH3:41])=[O:46], predict the reaction product. The product is: [CH3:41][O:42][CH2:43][CH2:44][C:45]([O:4][CH2:3][C@H:2]([C@H:5]1[O:9][N:8]=[C:7]([C:10]2[CH:11]=[CH:12][C:13]([C:16]3[CH:21]=[CH:20][C:19]([N:22]4[CH2:26][C@H:25]([CH2:27][N:28]5[CH:32]=[CH:31][N:30]=[N:29]5)[O:24][C:23]4=[O:33])=[CH:18][C:17]=3[F:34])=[CH:14][N:15]=2)[CH2:6]1)[OH:1])=[O:46]. (5) Given the reactants Br[C:2]1[CH:11]=[CH:10][CH:9]=[C:8]2[C:3]=1[CH:4]=[CH:5][C:6]([NH:12][CH2:13][C:14]1[CH:19]=[CH:18][CH:17]=[CH:16][C:15]=1[O:20][CH3:21])=[N:7]2.[N:22]1[CH:27]=[CH:26][CH:25]=[C:24]([CH2:28][NH2:29])[CH:23]=1, predict the reaction product. The product is: [CH3:21][O:20][C:15]1[CH:16]=[CH:17][CH:18]=[CH:19][C:14]=1[CH2:13][NH:12][C:6]1[CH:5]=[CH:4][C:3]2[C:2]([NH:29][CH2:28][C:24]3[CH:23]=[N:22][CH:27]=[CH:26][CH:25]=3)=[CH:11][CH:10]=[CH:9][C:8]=2[N:7]=1. (6) The product is: [CH3:12][O:13][CH2:14][O:15][CH2:16][C:17]1[CH:18]=[C:19]([CH:23]2[O:9][CH:24]2[CH2:25][CH2:26][C:27]#[N:28])[CH:20]=[CH:21][CH:22]=1. Given the reactants ClC1C=CC=C(C(OO)=[O:9])C=1.[CH3:12][O:13][CH2:14][O:15][CH2:16][C:17]1[CH:18]=[C:19](/[CH:23]=[CH:24]/[CH2:25][CH2:26][C:27]#[N:28])[CH:20]=[CH:21][CH:22]=1.S([O-])([O-])(=O)=S.[Na+].[Na+], predict the reaction product.